Predict the reaction yield, written as a fraction of the theoretical maximum amount of product (1.0 means a 100% yield; for example, 0.34 means a 34% yield). From a dataset of Reaction yield outcomes from USPTO patents with 853,638 reactions. (1) The reactants are [Br:1][C:2]1[C:11]([NH:12][CH:13]2[CH2:18][CH2:17][O:16][CH2:15][CH2:14]2)=[CH:10][C:9]([Cl:19])=[CH:8][C:3]=1[C:4]([O:6][CH3:7])=[O:5].[CH:20](=O)[CH3:21].C(O)(=O)C.C(O[BH-](OC(=O)C)OC(=O)C)(=O)C.[Na+].C([O-])(O)=O.[Na+]. The catalyst is ClCCCl.CCOC(C)=O.O. The product is [Br:1][C:2]1[C:11]([N:12]([CH2:20][CH3:21])[CH:13]2[CH2:14][CH2:15][O:16][CH2:17][CH2:18]2)=[CH:10][C:9]([Cl:19])=[CH:8][C:3]=1[C:4]([O:6][CH3:7])=[O:5]. The yield is 0.380. (2) The yield is 0.700. The catalyst is ClCCCl. The product is [CH2:30]([NH:37][C@H:26]1[CH2:27][CH2:28][C@@H:23]([C:10]2[CH:11]=[CH:12][C:13]([O:15][Si:16]([C:19]([CH3:21])([CH3:22])[CH3:20])([CH3:17])[CH3:18])=[CH:14][C:9]=2[O:8][Si:1]([C:4]([CH3:6])([CH3:5])[CH3:7])([CH3:2])[CH3:3])[CH2:24][CH2:25]1)[C:31]1[CH:36]=[CH:35][CH:34]=[CH:33][CH:32]=1. The reactants are [Si:1]([O:8][C:9]1[CH:14]=[C:13]([O:15][Si:16]([C:19]([CH3:22])([CH3:21])[CH3:20])([CH3:18])[CH3:17])[CH:12]=[CH:11][C:10]=1[CH:23]1[CH2:28][CH2:27][C:26](=O)[CH2:25][CH2:24]1)([C:4]([CH3:7])([CH3:6])[CH3:5])([CH3:3])[CH3:2].[CH2:30]([NH2:37])[C:31]1[CH:36]=[CH:35][CH:34]=[CH:33][CH:32]=1.C(O[BH-](OC(=O)C)OC(=O)C)(=O)C.C[N+](C)(C)C.[OH-].[Na+]. (3) The reactants are [C:1]([C:3]1[CH:8]=[CH:7][CH:6]=[CH:5][C:4]=1[C:9]1[CH:14]=[CH:13][C:12]([CH2:15][CH:16]([C:22](=O)[CH2:23][CH2:24][CH3:25])[C:17](OCC)=[O:18])=[CH:11][CH:10]=1)#[N:2].[CH3:27][C:28]1([CH3:40])[CH2:33][CH:32]([NH:34][C:35]2[NH:39][CH:38]=[N:37][N:36]=2)[CH2:31][CH2:30][O:29]1. No catalyst specified. The product is [CH3:27][C:28]1([CH3:40])[CH2:33][CH:32]([N:34]2[C:17](=[O:18])[C:16]([CH2:15][C:12]3[CH:13]=[CH:14][C:9]([C:4]4[C:3]([C:1]#[N:2])=[CH:8][CH:7]=[CH:6][CH:5]=4)=[CH:10][CH:11]=3)=[C:22]([CH2:23][CH2:24][CH3:25])[N:36]3[N:37]=[CH:38][N:39]=[C:35]23)[CH2:31][CH2:30][O:29]1. The yield is 0.670. (4) The yield is 0.780. The product is [N:27]1([C:24]2[CH:25]=[CH:26][C:2]([NH:1][C:34]([C:36]3[CH:37]=[C:38]([CH:47]=[CH:48][CH:49]=3)[CH2:39][S:40][CH2:41][CH2:42][C:43]([O:45][CH3:46])=[O:44])=[O:35])=[C:3]([C:4](=[O:5])[NH:6][C:7]3[CH:8]=[N:9][C:10]([C:13]4[CH:18]=[CH:17][CH:16]=[C:15]([C:19]([F:21])([F:22])[F:20])[CH:14]=4)=[N:11][CH:12]=3)[CH:23]=2)[CH2:32][CH2:31][CH2:30][CH2:29][CH2:28]1. The catalyst is O1CCCC1.O. The reactants are [NH2:1][C:2]1[CH:26]=[CH:25][C:24]([N:27]2[CH2:32][CH2:31][CH2:30][CH2:29][CH2:28]2)=[CH:23][C:3]=1[C:4]([NH:6][C:7]1[CH:8]=[N:9][C:10]([C:13]2[CH:18]=[CH:17][CH:16]=[C:15]([C:19]([F:22])([F:21])[F:20])[CH:14]=2)=[N:11][CH:12]=1)=[O:5].Cl[C:34]([C:36]1[CH:37]=[C:38]([CH:47]=[CH:48][CH:49]=1)[CH2:39][S:40][CH2:41][CH2:42][C:43]([O:45][CH3:46])=[O:44])=[O:35].N1C=CC=CC=1. (5) The reactants are [C:1]([C:3]1[CH:4]=[C:5]([S:9]([NH:12][CH2:13][CH2:14][NH:15][C:16](=[O:22])[O:17][C:18]([CH3:21])([CH3:20])[CH3:19])(=[O:11])=[O:10])[CH:6]=[CH:7][CH:8]=1)#[N:2].[H][H]. The catalyst is CO.[Pd]. The product is [NH2:2][CH2:1][C:3]1[CH:4]=[C:5]([S:9]([NH:12][CH2:13][CH2:14][NH:15][C:16](=[O:22])[O:17][C:18]([CH3:20])([CH3:19])[CH3:21])(=[O:10])=[O:11])[CH:6]=[CH:7][CH:8]=1. The yield is 0.420.